Predict the reactants needed to synthesize the given product. From a dataset of Full USPTO retrosynthesis dataset with 1.9M reactions from patents (1976-2016). (1) Given the product [F:36][CH:34]([F:35])[C:31]1[S:30][C:29]([C:27]([NH:26][C:15]2[N:14]([CH2:13][C@H:9]3[CH2:10][CH2:11][CH2:12][N:8]3[C:6]([O:5][C:1]([CH3:4])([CH3:2])[CH3:3])=[O:7])[C:18]3[CH:19]=[CH:20][C:21]([C:23](=[O:25])[NH:40][CH2:39][C:38]([CH3:42])([CH3:41])[CH3:37])=[CH:22][C:17]=3[N:16]=2)=[O:28])=[CH:33][CH:32]=1, predict the reactants needed to synthesize it. The reactants are: [C:1]([O:5][C:6]([N:8]1[CH2:12][CH2:11][CH2:10][C@@H:9]1[CH2:13][N:14]1[C:18]2[CH:19]=[CH:20][C:21]([C:23]([OH:25])=O)=[CH:22][C:17]=2[N:16]=[C:15]1[NH:26][C:27]([C:29]1[S:30][C:31]([CH:34]([F:36])[F:35])=[CH:32][CH:33]=1)=[O:28])=[O:7])([CH3:4])([CH3:3])[CH3:2].[CH3:37][C:38]([CH3:42])([CH3:41])[CH2:39][NH2:40].CCN(C(C)C)C(C)C.CN(C(ON1N=NC2C=CC=NC1=2)=[N+](C)C)C.F[P-](F)(F)(F)(F)F. (2) Given the product [Cl:1][C:2]1[CH:3]=[N:4][C:5]2[N:6]([N:8]=[C:9]([C:11]([N:29]3[CH2:28][CH2:27][C:26]4[C:31](=[CH:32][CH:33]=[C:24]([C:19]5[C:20]([O:22][CH3:23])=[N:21][C:16]([O:15][CH3:14])=[N:17][CH:18]=5)[CH:25]=4)[CH:30]3[CH3:34])=[O:13])[CH:10]=2)[CH:7]=1, predict the reactants needed to synthesize it. The reactants are: [Cl:1][C:2]1[CH:3]=[N:4][C:5]2[N:6]([N:8]=[C:9]([C:11]([OH:13])=O)[CH:10]=2)[CH:7]=1.[CH3:14][O:15][C:16]1[N:21]=[C:20]([O:22][CH3:23])[C:19]([C:24]2[CH:25]=[C:26]3[C:31](=[CH:32][CH:33]=2)[CH:30]([CH3:34])[NH:29][CH2:28][CH2:27]3)=[CH:18][N:17]=1.